Predict the reactants needed to synthesize the given product. From a dataset of Full USPTO retrosynthesis dataset with 1.9M reactions from patents (1976-2016). (1) Given the product [CH2:1]([O:8][C:9](=[O:27])[NH:10][C@H:11]([C:15](=[O:26])[NH:16][CH2:17][CH2:18][CH:19]=[O:20])[C@@H:12]([OH:14])[CH3:13])[C:2]1[CH:7]=[CH:6][CH:5]=[CH:4][CH:3]=1, predict the reactants needed to synthesize it. The reactants are: [CH2:1]([O:8][C:9](=[O:27])[NH:10][C@H:11]([C:15](=[O:26])[NH:16][CH2:17][CH2:18][CH:19](OCC)[O:20]CC)[C@@H:12]([OH:14])[CH3:13])[C:2]1[CH:7]=[CH:6][CH:5]=[CH:4][CH:3]=1.Cl. (2) Given the product [C:1]([N:8]1[CH2:12][C@@H:11]([O:13][C:37](=[O:44])[C:38]2[CH:43]=[CH:42][CH:41]=[CH:40][CH:39]=2)[CH2:10][C@H:9]1[C:14]([O:16][CH3:17])=[O:15])([O:3][C:4]([CH3:7])([CH3:6])[CH3:5])=[O:2], predict the reactants needed to synthesize it. The reactants are: [C:1]([N:8]1[CH2:12][C@H:11]([OH:13])[CH2:10][C@H:9]1[C:14]([O:16][CH3:17])=[O:15])([O:3][C:4]([CH3:7])([CH3:6])[CH3:5])=[O:2].C1(P(C2C=CC=CC=2)C2C=CC=CC=2)C=CC=CC=1.[C:37](O)(=[O:44])[C:38]1[CH:43]=[CH:42][CH:41]=[CH:40][CH:39]=1.N(C(OCC)=O)=NC(OCC)=O.